From a dataset of Forward reaction prediction with 1.9M reactions from USPTO patents (1976-2016). Predict the product of the given reaction. (1) Given the reactants I[C:2]1[CH:7]=[CH:6][C:5]([C:8]2[O:9][C:10]3[CH:16]=[CH:15][CH:14]=[CH:13][C:11]=3[N:12]=2)=[CH:4][CH:3]=1.[CH:17]1[C:29]2[N:28]([C:30]3[CH:35]=[CH:34][C:33](B(O)O)=[CH:32][CH:31]=3)[C:27]3[C:22](=[CH:23][CH:24]=[CH:25][CH:26]=3)[C:21]=2[CH:20]=[CH:19][CH:18]=1.COCCOC.C(=O)([O-])[O-].[K+].[K+], predict the reaction product. The product is: [O:9]1[C:10]2[CH:16]=[CH:15][CH:14]=[CH:13][C:11]=2[N:12]=[C:8]1[C:5]1[CH:6]=[CH:7][C:2]([C:33]2[CH:34]=[CH:35][C:30]([N:28]3[C:27]4[CH:26]=[CH:25][CH:24]=[CH:23][C:22]=4[C:21]4[C:29]3=[CH:17][CH:18]=[CH:19][CH:20]=4)=[CH:31][CH:32]=2)=[CH:3][CH:4]=1. (2) Given the reactants [Cl:1][C:2]1[C:6]([Cl:7])=[C:5]([CH2:8][OH:9])[S:4][N:3]=1, predict the reaction product. The product is: [Cl:1][C:2]1[C:6]([Cl:7])=[C:5]([CH:8]=[O:9])[S:4][N:3]=1. (3) Given the reactants [C:1]1([C:7](=[N:14][CH2:15][C:16]([O:18][CH2:19][CH3:20])=[O:17])[C:8]2[CH:13]=[CH:12][CH:11]=[CH:10][CH:9]=2)[CH:6]=[CH:5][CH:4]=[CH:3][CH:2]=1.Br[CH2:22][CH:23]=[CH:24][C:25]([O:27][CH3:28])=[O:26].[Br-].[Li+].C(N(CC)CC)C.[Cl-].[NH4+], predict the reaction product. The product is: [C:1]1([C:7](=[N:14][CH:15]([CH:23]2[CH2:22][CH:24]2[C:25]([O:27][CH3:28])=[O:26])[C:16]([O:18][CH2:19][CH3:20])=[O:17])[C:8]2[CH:9]=[CH:10][CH:11]=[CH:12][CH:13]=2)[CH:2]=[CH:3][CH:4]=[CH:5][CH:6]=1. (4) Given the reactants [O:1]1[CH:5]=[CH:4][CH:3]=[C:2]1[C:6]1[O:7][C:8]([CH3:23])=[C:9]([CH2:11][O:12][C:13]2[CH:20]=[CH:19][C:16]([CH:17]=[O:18])=[C:15]([O:21][CH3:22])[CH:14]=2)[N:10]=1.C(O)C.[BH4-].[Na+].O, predict the reaction product. The product is: [O:1]1[CH:5]=[CH:4][CH:3]=[C:2]1[C:6]1[O:7][C:8]([CH3:23])=[C:9]([CH2:11][O:12][C:13]2[CH:20]=[CH:19][C:16]([CH2:17][OH:18])=[C:15]([O:21][CH3:22])[CH:14]=2)[N:10]=1. (5) Given the reactants [NH:1]([C:3]1[N:4]=[N:5][CH:6]=[C:7]([C:9]2[C:14]([C:15]([F:18])([F:17])[F:16])=[CH:13][CH:12]=[CH:11][N:10]=2)[CH:8]=1)[NH2:2].[F:19][C:20]([F:31])([F:30])[C:21]1[CH:26]=[CH:25][C:24]([N:27]=[C:28]=O)=[CH:23][CH:22]=1.P(Cl)(Cl)(Cl)=O.C(=O)([O-])[O-].[Na+].[Na+], predict the reaction product. The product is: [F:19][C:20]([F:30])([F:31])[C:21]1[CH:22]=[CH:23][C:24]([NH:27][C:28]2[N:4]3[N:5]=[CH:6][C:7]([C:9]4[C:14]([C:15]([F:18])([F:17])[F:16])=[CH:13][CH:12]=[CH:11][N:10]=4)=[CH:8][C:3]3=[N:1][N:2]=2)=[CH:25][CH:26]=1. (6) Given the reactants Cl[C:2]1[C:7]([C:8]#[N:9])=[CH:6][N:5]=[C:4]([S:10][CH3:11])[N:3]=1.CCN(C(C)C)C(C)C.Cl.[C:22]12([NH2:27])[CH2:26][CH:24]([CH2:25]1)[CH2:23]2.O, predict the reaction product. The product is: [C:22]12([NH:27][C:2]3[C:7]([C:8]#[N:9])=[CH:6][N:5]=[C:4]([S:10][CH3:11])[N:3]=3)[CH2:26][CH:24]([CH2:25]1)[CH2:23]2. (7) Given the reactants [F:1][C:2](=[CH:8][CH2:9][CH2:10][CH2:11][CH2:12][CH2:13][CH2:14][CH2:15][CH2:16][CH2:17][CH2:18][CH2:19][CH2:20][CH3:21])[C:3](OCC)=[O:4].CC(C[AlH]CC(C)C)C.O.Cl, predict the reaction product. The product is: [F:1][C:2](=[CH:8][CH2:9][CH2:10][CH2:11][CH2:12][CH2:13][CH2:14][CH2:15][CH2:16][CH2:17][CH2:18][CH2:19][CH2:20][CH3:21])[CH2:3][OH:4].